Dataset: Full USPTO retrosynthesis dataset with 1.9M reactions from patents (1976-2016). Task: Predict the reactants needed to synthesize the given product. (1) Given the product [Cl:1][C:2]1[CH:7]=[C:6]([C:16]2[CH:17]=[CH:18][C:13]([F:12])=[CH:14][CH:15]=2)[CH:5]=[C:4]([Cl:9])[N:3]=1, predict the reactants needed to synthesize it. The reactants are: [Cl:1][C:2]1[CH:7]=[C:6](I)[CH:5]=[C:4]([Cl:9])[N:3]=1.N#N.[F:12][C:13]1[CH:18]=[CH:17][C:16](B(O)O)=[CH:15][CH:14]=1.C(=O)([O-])[O-].[Na+].[Na+]. (2) Given the product [OH:4][C:3]1[CH:5]=[CH:6][CH:7]=[CH:8][C:2]=1[C:1]1[O:9][C:12]2[CH:13]=[CH:14][CH:15]=[CH:16][C:11]=2[N:10]=1, predict the reactants needed to synthesize it. The reactants are: [CH:1](=[O:9])[C:2]1[C:3](=[CH:5][CH:6]=[CH:7][CH:8]=1)[OH:4].[NH2:10][C:11]1[CH:16]=[CH:15][CH:14]=[CH:13][C:12]=1O.S(S([O-])=O)([O-])(=O)=O.[Na+].[Na+]. (3) Given the product [Cl:1][C:2]1[CH:7]=[C:6]([N+:8]([O-:10])=[O:9])[CH:5]=[CH:4][C:3]=1[CH2:11][C:12]([N:17]([CH2:18][CH3:19])[CH2:15][CH3:16])=[O:13], predict the reactants needed to synthesize it. The reactants are: [Cl:1][C:2]1[CH:7]=[C:6]([N+:8]([O-:10])=[O:9])[CH:5]=[CH:4][C:3]=1[CH2:11][C:12](Cl)=[O:13].[CH2:15]([NH:17][CH2:18][CH3:19])[CH3:16]. (4) Given the product [CH:4]1([C:7]([O:9][C:10]([CH3:13])([CH3:12])[CH3:11])=[O:8])[CH2:6][CH2:5]1, predict the reactants needed to synthesize it. The reactants are: [BH4-].[Na+].Cl[C:4]1([C:7]([O:9][C:10]([CH3:13])([CH3:12])[CH3:11])=[O:8])[CH2:6][CH2:5]1. (5) Given the product [F:1][C:2]([F:26])([F:27])[C:3]1[CH:4]=[C:5]([NH:9][C:10](=[O:25])[C:11](=[CH:28][C:29]2[CH:34]=[CH:33][CH:32]=[CH:31][CH:30]=2)[C:12]([NH:14][C:15]2[CH:20]=[CH:19][CH:18]=[C:17]([C:21]([F:24])([F:23])[F:22])[CH:16]=2)=[O:13])[CH:6]=[CH:7][CH:8]=1, predict the reactants needed to synthesize it. The reactants are: [F:1][C:2]([F:27])([F:26])[C:3]1[CH:4]=[C:5]([NH:9][C:10](=[O:25])[CH2:11][C:12]([NH:14][C:15]2[CH:20]=[CH:19][CH:18]=[C:17]([C:21]([F:24])([F:23])[F:22])[CH:16]=2)=[O:13])[CH:6]=[CH:7][CH:8]=1.[CH:28](=O)[C:29]1[CH:34]=[CH:33][CH:32]=[CH:31][CH:30]=1. (6) Given the product [S:1]([O-:5])([O-:4])(=[O:3])=[O:2].[F:28][C:25]1[CH:24]=[CH:23][C:22]([N:19]2[C:20](=[O:21])[CH:17]([CH2:16][CH2:15][CH:14]([C:41]3[CH:46]=[CH:45][C:44]([F:47])=[CH:43][CH:42]=3)[OH:13])[CH:18]2[C:29]2[CH:39]=[CH:38][C:32]([O:33][CH2:34][CH2:35][CH2:36][NH3+:37])=[CH:31][C:30]=2[OH:40])=[CH:27][CH:26]=1.[F:70][C:67]1[CH:66]=[CH:65][C:64]([N:61]2[C:62](=[O:63])[CH:59]([CH2:58][CH2:57][CH:56]([OH:55])[C:83]3[CH:84]=[CH:85][C:86]([F:89])=[CH:87][CH:88]=3)[CH:60]2[C:71]2[CH:81]=[CH:80][C:74]([O:75][CH2:76][CH2:77][CH2:78][NH3+:79])=[CH:73][C:72]=2[OH:82])=[CH:69][CH:68]=1, predict the reactants needed to synthesize it. The reactants are: [S:1]([O-:5])([O-:4])(=[O:3])=[O:2].[Si]([O:13][CH:14]([C:41]1[CH:46]=[CH:45][C:44]([F:47])=[CH:43][CH:42]=1)[CH2:15][CH2:16][CH:17]1[C:20](=[O:21])[N:19]([C:22]2[CH:27]=[CH:26][C:25]([F:28])=[CH:24][CH:23]=2)[CH:18]1[C:29]1[CH:39]=[CH:38][C:32]([O:33][CH2:34][CH2:35][CH2:36][NH3+:37])=[CH:31][C:30]=1[OH:40])(C(C)(C)C)(C)C.[Si]([O:55][CH:56]([C:83]1[CH:88]=[CH:87][C:86]([F:89])=[CH:85][CH:84]=1)[CH2:57][CH2:58][CH:59]1[C:62](=[O:63])[N:61]([C:64]2[CH:69]=[CH:68][C:67]([F:70])=[CH:66][CH:65]=2)[CH:60]1[C:71]1[CH:81]=[CH:80][C:74]([O:75][CH2:76][CH2:77][CH2:78][NH3+:79])=[CH:73][C:72]=1[OH:82])(C(C)(C)C)(C)C.N. (7) The reactants are: [N:1]([CH2:4][C:5]1[N:10]=[C:9]([C:11]2([OH:34])[CH2:17][CH:16]3[N:18]([CH:19]([C:27]4[CH:32]=[CH:31][CH:30]=[CH:29][C:28]=4[Cl:33])[C:20]4[CH:25]=[CH:24][CH:23]=[CH:22][C:21]=4[Cl:26])[CH:13]([CH2:14][CH2:15]3)[CH2:12]2)[CH:8]=[CH:7][CH:6]=1)=[N+]=[N-].N. Given the product [NH2:1][CH2:4][C:5]1[N:10]=[C:9]([C:11]2([OH:34])[CH2:17][CH:16]3[N:18]([CH:19]([C:20]4[CH:25]=[CH:24][CH:23]=[CH:22][C:21]=4[Cl:26])[C:27]4[CH:32]=[CH:31][CH:30]=[CH:29][C:28]=4[Cl:33])[CH:13]([CH2:14][CH2:15]3)[CH2:12]2)[CH:8]=[CH:7][CH:6]=1, predict the reactants needed to synthesize it.